Dataset: Forward reaction prediction with 1.9M reactions from USPTO patents (1976-2016). Task: Predict the product of the given reaction. (1) Given the reactants [CH2:1]([C:4]1[CH:9]=[CH:8][C:7]([CH:10]2[CH2:13]N[CH2:11]2)=[CH:6][CH:5]=1)[CH2:2][CH3:3].O=C1CC[CH2:19][N:18](C(OC(C)(C)C)=O)[CH2:17][CH2:16]1.C(C1C=CC(B(O)O)=CC=1)CC, predict the reaction product. The product is: [CH2:1]([C:4]1[CH:5]=[CH:6][C:7]([CH:10]2[CH2:11][CH2:16][CH2:17][NH:18][CH2:19][CH2:13]2)=[CH:8][CH:9]=1)[CH2:2][CH3:3]. (2) Given the reactants FC(F)(F)C(O)=O.[NH2:8][C@H:9]([C:19]1[C:24]([C:25]2[CH:26]=[CH:27][C:28]([F:34])=[C:29]([CH:33]=2)[C:30]([NH2:32])=[O:31])=[CH:23][CH:22]=[CH:21][N:20]=1)[CH2:10][C:11]1[CH:16]=[C:15]([F:17])[CH:14]=[C:13]([F:18])[CH:12]=1.[C:35]([N:43]1[CH2:47][CH2:46][CH2:45][CH:44]1[C:48](O)=[O:49])(=[O:42])[C:36]1[CH:41]=[CH:40][CH:39]=[CH:38][CH:37]=1, predict the reaction product. The product is: [C:35]([N:43]1[CH2:47][CH2:46][CH2:45][CH:44]1[C:48]([NH:8][C@H:9]([C:19]1[C:24]([C:25]2[CH:26]=[CH:27][C:28]([F:34])=[C:29]([C:30](=[O:31])[NH2:32])[CH:33]=2)=[CH:23][CH:22]=[CH:21][N:20]=1)[CH2:10][C:11]1[CH:12]=[C:13]([F:18])[CH:14]=[C:15]([F:17])[CH:16]=1)=[O:49])(=[O:42])[C:36]1[CH:37]=[CH:38][CH:39]=[CH:40][CH:41]=1. (3) Given the reactants [Cl:1][C:2]1[CH:3]=[C:4]([C@@H:9]2[C@@H:13]([NH:14][CH3:15])[CH2:12][N:11]([C:16]([CH:18]3[CH2:23][CH2:22][N:21]([C:24]([C:26]4([CH3:29])[CH2:28][CH2:27]4)=[O:25])[CH2:20][CH2:19]3)=[O:17])[CH2:10]2)[CH:5]=[CH:6][C:7]=1[Cl:8].Cl[C:31]([O:33][CH2:34][C:35]#[CH:36])=[O:32], predict the reaction product. The product is: [CH2:34]([O:33][C:31](=[O:32])[N:14]([C@@H:13]1[C@@H:9]([C:4]2[CH:5]=[CH:6][C:7]([Cl:8])=[C:2]([Cl:1])[CH:3]=2)[CH2:10][N:11]([C:16]([CH:18]2[CH2:19][CH2:20][N:21]([C:24]([C:26]3([CH3:29])[CH2:28][CH2:27]3)=[O:25])[CH2:22][CH2:23]2)=[O:17])[CH2:12]1)[CH3:15])[C:35]#[CH:36]. (4) Given the reactants [CH3:1][O:2][CH2:3][C@@H:4]1[C@@H:9]([O:10][Si:11]([CH:18]([CH3:20])[CH3:19])([CH:15]([CH3:17])[CH3:16])[CH:12]([CH3:14])[CH3:13])[C@H:8]([O:21][Si:22]([CH:29]([CH3:31])[CH3:30])([CH:26]([CH3:28])[CH3:27])[CH:23]([CH3:25])[CH3:24])[CH:7]=[C:6]([C:32]2[CH:37]=[CH:36][N:35]=[CH:34][C:33]=2[N+:38]([O-])=O)[O:5]1, predict the reaction product. The product is: [CH3:1][O:2][CH2:3][C@H:4]1[O:5][C@H:6]([C:32]2[CH:37]=[CH:36][N:35]=[CH:34][C:33]=2[NH2:38])[CH2:7][C@@H:8]([O:21][Si:22]([CH:29]([CH3:30])[CH3:31])([CH:26]([CH3:27])[CH3:28])[CH:23]([CH3:24])[CH3:25])[C@@H:9]1[O:10][Si:11]([CH:18]([CH3:20])[CH3:19])([CH:12]([CH3:14])[CH3:13])[CH:15]([CH3:17])[CH3:16]. (5) Given the reactants [CH3:1][O:2][C:3]([CH:5]=P(C1C=CC=CC=1)(C1C=CC=CC=1)C1C=CC=CC=1)=[O:4].[C:25]1([S:31]([N:34]2[C:42]3[C:37](=[CH:38][C:39](C=O)=[CH:40][CH:41]=3)[CH2:36][CH2:35]2)(=[O:33])=[O:32])[CH:30]=[CH:29][CH:28]=[CH:27][CH:26]=1.[CH2:45](Cl)Cl, predict the reaction product. The product is: [CH3:1][O:2][C:3](=[O:4])[CH:5]=[CH:45][C:39]1[CH:38]=[C:37]2[C:42](=[CH:41][CH:40]=1)[N:34]([S:31]([C:25]1[CH:30]=[CH:29][CH:28]=[CH:27][CH:26]=1)(=[O:32])=[O:33])[CH2:35][CH2:36]2. (6) Given the reactants [CH3:1][C:2]1[O:6][C:5]([C:7]2[O:8][C:9]3[CH:15]=[CH:14][CH:13]=[C:12]([N:16]4[CH2:21][CH2:20][N:19](C(OC(C)(C)C)=O)[CH2:18][CH2:17]4)[C:10]=3[CH:11]=2)=[N:4][N:3]=1.C(O)(C(F)(F)F)=O.C1COCC1, predict the reaction product. The product is: [CH3:1][C:2]1[O:6][C:5]([C:7]2[O:8][C:9]3[CH:15]=[CH:14][CH:13]=[C:12]([N:16]4[CH2:21][CH2:20][NH:19][CH2:18][CH2:17]4)[C:10]=3[CH:11]=2)=[N:4][N:3]=1. (7) Given the reactants Br[C:2]1[CH:3]=[C:4]([C:12]#[C:13][Si:14]([CH:21]([CH3:23])[CH3:22])([CH:18]([CH3:20])[CH3:19])[CH:15]([CH3:17])[CH3:16])[CH:5]=[CH:6][C:7]=1[O:8][CH:9]([F:11])[F:10].[CH:24]1(B(O)O)[CH2:26][CH2:25]1.P([O-])([O-])([O-])=O.[K+].[K+].[K+].P(C1CCCCC1)(C1CCCCC1)C1CCCCC1.P([O-])([O-])([O-])=O, predict the reaction product. The product is: [CH:24]1([C:2]2[CH:3]=[C:4]([C:12]#[C:13][Si:14]([CH:21]([CH3:23])[CH3:22])([CH:18]([CH3:20])[CH3:19])[CH:15]([CH3:17])[CH3:16])[CH:5]=[CH:6][C:7]=2[O:8][CH:9]([F:11])[F:10])[CH2:26][CH2:25]1. (8) Given the reactants [Br:1][C:2]1[CH:3]=[CH:4][CH:5]=[C:6]2[C:10]=1[N:9]([CH3:11])[N:8]=[C:7]2[NH2:12].C(N(CC)C(C)C)(C)C.[F:22][C:23]([F:34])([F:33])[C:24](O[C:24](=[O:25])[C:23]([F:34])([F:33])[F:22])=[O:25], predict the reaction product. The product is: [Br:1][C:2]1[CH:3]=[CH:4][CH:5]=[C:6]2[C:10]=1[N:9]([CH3:11])[N:8]=[C:7]2[NH:12][C:24](=[O:25])[C:23]([F:34])([F:33])[F:22]. (9) Given the reactants O[C:2]1[C:11]2[C:6](=[CH:7][CH:8]=[CH:9][N:10]=2)[N:5]=[CH:4][CH:3]=1.[N:12]1C2C(=CC=CC=2)[CH:15]=[CH:14][CH:13]=1, predict the reaction product. The product is: [NH2:12][C:2]1[C:11]2[C:6](=[CH:7][CH:8]=[CH:9][N:10]=2)[N:5]=[CH:4][CH:3]=1.[CH2:13]([NH2:12])[CH2:14][CH3:15]. (10) Given the reactants [NH2:1][C:2]1[CH:7]=[C:6]([O:8][C:9]2[CH:14]=[CH:13][C:12]([NH:15][C:16](=[O:28])[CH2:17][C:18]([NH:20][C:21]3[CH:26]=[CH:25][C:24]([F:27])=[CH:23][CH:22]=3)=[O:19])=[C:11]([CH3:29])[CH:10]=2)[CH:5]=[CH:4][N:3]=1.[CH3:30][N:31]([CH3:34])[CH:32]=[O:33].C(N(CC)CC)C.ClC(OC1C=CC=CC=1)=O, predict the reaction product. The product is: [CH3:30][N:31]([CH3:34])[C:32](=[O:33])[NH:1][C:2]1[CH:7]=[C:6]([O:8][C:9]2[CH:14]=[CH:13][C:12]([NH:15][C:16](=[O:28])[CH2:17][C:18]([NH:20][C:21]3[CH:26]=[CH:25][C:24]([F:27])=[CH:23][CH:22]=3)=[O:19])=[C:11]([CH3:29])[CH:10]=2)[CH:5]=[CH:4][N:3]=1.